From a dataset of Forward reaction prediction with 1.9M reactions from USPTO patents (1976-2016). Predict the product of the given reaction. Given the reactants O=[C:2]([CH2:9][CH2:10][C:11]1[CH:16]=[CH:15][CH:14]=[CH:13][CH:12]=1)[CH2:3][C:4]([O:6][CH2:7][CH3:8])=[O:5].[CH3:17]OC(OC)N(C)C.[C:25]1([NH:31][NH2:32])[CH:30]=[CH:29][CH:28]=[CH:27][CH:26]=1, predict the reaction product. The product is: [C:25]1([N:31]2[CH:17]=[C:3]([C:4]([O:6][CH2:7][CH3:8])=[O:5])[C:2]([CH2:9][CH2:10][C:11]3[CH:16]=[CH:15][CH:14]=[CH:13][CH:12]=3)=[N:32]2)[CH:30]=[CH:29][CH:28]=[CH:27][CH:26]=1.